This data is from Blood-brain barrier permeability classification from the B3DB database. The task is: Regression/Classification. Given a drug SMILES string, predict its absorption, distribution, metabolism, or excretion properties. Task type varies by dataset: regression for continuous measurements (e.g., permeability, clearance, half-life) or binary classification for categorical outcomes (e.g., BBB penetration, CYP inhibition). Dataset: b3db_classification. (1) The drug is CC(=O)c1ccc2c(c1)Sc1ccccc1N2CCCN1CCN(CCO)CC1. The result is 1 (penetrates BBB). (2) The molecule is Fc1ccc(Cn2c([C@H]3CNCCS3)nc3ccccc32)cc1. The result is 1 (penetrates BBB). (3) The molecule is CCC1(c2cccc(O)c2)CCCCN(C)C1. The result is 1 (penetrates BBB). (4) The result is 1 (penetrates BBB). The molecule is C=CCN1CCC23c4c5ccc(O)c4OC2C(=O)CCC3(O)C1C5.